From a dataset of Full USPTO retrosynthesis dataset with 1.9M reactions from patents (1976-2016). Predict the reactants needed to synthesize the given product. (1) Given the product [CH3:1][S:2]([C:5]1[CH:6]=[CH:7][C:8]([C:9]([NH:11][C:12]2[CH:17]=[CH:16][C:15]([CH:18]3[CH2:23][CH2:22][N:21]([C:24]([O:26][C:27]([CH3:28])([CH3:30])[CH3:29])=[O:25])[CH2:20][CH2:19]3)=[CH:14][N:13]=2)=[O:10])=[CH:31][CH:32]=1)(=[O:3])=[O:4], predict the reactants needed to synthesize it. The reactants are: [CH3:1][S:2]([C:5]1[CH:32]=[CH:31][C:8]([C:9]([NH:11][C:12]2[CH:17]=[CH:16][C:15]([C:18]3[CH2:19][CH2:20][N:21]([C:24]([O:26][C:27]([CH3:30])([CH3:29])[CH3:28])=[O:25])[CH2:22][CH:23]=3)=[CH:14][N:13]=2)=[O:10])=[CH:7][CH:6]=1)(=[O:4])=[O:3]. (2) Given the product [CH3:32][C:14]([C:11]1[CH:12]=[CH:13][C:8]([C:5]2[N:4]=[N:3][C:2]([C:38]([O:37][CH3:36])=[O:39])=[CH:7][CH:6]=2)=[CH:9][CH:10]=1)([C:18]1[CH:23]=[CH:22][C:21]([O:24][CH2:25][C:26]2[CH:31]=[CH:30][CH:29]=[CH:28][N:27]=2)=[CH:20][N:19]=1)[CH:15]([CH3:17])[CH3:16], predict the reactants needed to synthesize it. The reactants are: Cl[C:2]1[N:3]=[N:4][C:5]([C:8]2[CH:13]=[CH:12][C:11]([C:14]([CH3:32])([C:18]3[CH:23]=[CH:22][C:21]([O:24][CH2:25][C:26]4[CH:31]=[CH:30][CH:29]=[CH:28][N:27]=4)=[CH:20][N:19]=3)[CH:15]([CH3:17])[CH3:16])=[CH:10][CH:9]=2)=[CH:6][CH:7]=1.CN([CH:36]=[O:37])C.[CH3:38][OH:39]. (3) Given the product [CH3:14][NH:13][C:11]1[O:12][C:8]([C:5]2[CH:6]=[CH:7][C:2]([B:18]3[O:19][C:20]([CH3:22])([CH3:21])[C:16]([CH3:32])([CH3:15])[O:17]3)=[CH:3][CH:4]=2)=[N:9][N:10]=1, predict the reactants needed to synthesize it. The reactants are: Br[C:2]1[CH:7]=[CH:6][C:5]([C:8]2[O:12][C:11]([NH:13][CH3:14])=[N:10][N:9]=2)=[CH:4][CH:3]=1.[CH3:15][C:16]1([CH3:32])[C:20]([CH3:22])([CH3:21])[O:19][B:18]([B:18]2[O:19][C:20]([CH3:22])([CH3:21])[C:16]([CH3:32])([CH3:15])[O:17]2)[O:17]1.CC([O-])=O.[K+]. (4) Given the product [Cl:1][C:2]1[C:7]([F:8])=[CH:6][C:5]([C@H:9]2[CH2:14][C@H:13]([C:15]3[O:19][NH:18][C:17](=[O:20])[CH:16]=3)[CH2:12][CH2:11][NH:10]2)=[CH:4][C:3]=1[F:25], predict the reactants needed to synthesize it. The reactants are: [Cl:1][C:2]1[C:7]([F:8])=[CH:6][C:5]([C@H:9]2[CH2:14][C@H:13]([C:15]3[O:19][NH:18][C:17](=[O:20])[CH:16]=3)[CH2:12][CH2:11][N:10]2C(OC)=O)=[CH:4][C:3]=1[F:25].Br. (5) Given the product [Br:20][C:10]1[CH:11]=[C:12]([N+:13]([O-:15])=[O:14])[C:7](/[CH:6]=[CH:5]/[CH:4]=[O:3])=[C:8]([F:16])[CH:9]=1, predict the reactants needed to synthesize it. The reactants are: C([O:3][CH:4](OCC)/[CH:5]=[CH:6]/[C:7]1[C:12]([N+:13]([O-:15])=[O:14])=[CH:11][CH:10]=[CH:9][C:8]=1[F:16])C.[Br:20]N1C(C)(C)C(=O)N(Br)C1=O.S(=O)(=O)(O)O. (6) Given the product [I:21][CH2:6][C@H:7]1[O:12][CH2:11][C@@H:10]([CH3:13])[N:9]([CH2:14][C:15]2[CH:20]=[CH:19][CH:18]=[CH:17][CH:16]=2)[CH2:8]1, predict the reactants needed to synthesize it. The reactants are: CS(O[CH2:6][C@H:7]1[O:12][CH2:11][C@@H:10]([CH3:13])[N:9]([CH2:14][C:15]2[CH:20]=[CH:19][CH:18]=[CH:17][CH:16]=2)[CH2:8]1)(=O)=O.[I-:21].[Na+].